This data is from Reaction yield outcomes from USPTO patents with 853,638 reactions. The task is: Predict the reaction yield, written as a fraction of the theoretical maximum amount of product (1.0 means a 100% yield; for example, 0.34 means a 34% yield). (1) The reactants are [C:1]([O:5][C:6]([C:8]1([CH2:22][CH:23]2[CH2:25][O:24]2)[CH2:12][C:11](=[O:13])[N:10]([C@@H:14]([C:16]2[CH:21]=[CH:20][CH:19]=[CH:18][CH:17]=2)[CH3:15])[CH2:9]1)=[O:7])([CH3:4])([CH3:3])[CH3:2].C[Si](C)(C)[N-][Si](C)(C)C.[Li+]. The catalyst is O1CCCC1. The product is [C:1]([O:5][C:6]([C@@:8]12[CH2:22][CH:23]([OH:24])[CH2:25][C@@H:12]1[C:11](=[O:13])[N:10]([C@@H:14]([C:16]1[CH:21]=[CH:20][CH:19]=[CH:18][CH:17]=1)[CH3:15])[CH2:9]2)=[O:7])([CH3:2])([CH3:4])[CH3:3]. The yield is 0.260. (2) The reactants are [CH3:1][N:2]1[C@@H:19]2[CH2:20][C:7]3[CH:8]=[CH:9][C:10]([O:22][CH3:23])=[C:11]4[O:12][C@H:13]5[C:14]([CH2:16][CH2:17][C@:18]2([OH:21])[C@:5]5([C:6]=34)[CH2:4][CH2:3]1)=[O:15].C(O)(=O)C.[ClH:28]. The catalyst is O. The product is [CH3:1][N:2]1[C@@H:19]2[CH2:20][C:7]3[CH:8]=[CH:9][C:10]([O:22][CH3:23])=[C:11]4[O:12][C@H:13]5[C:14]([CH2:16][CH2:17][C@:18]2([OH:21])[C@:5]5([C:6]=34)[CH2:4][CH2:3]1)=[O:15].[ClH:28]. The yield is 0.964. (3) The reactants are [CH:1]([C:4]1[CH:5]=[CH:6][C:7]([O:20][CH3:21])=[C:8]([C:10]2[CH:18]=[C:17]3[C:13]([CH2:14][C:15](=[O:19])[NH:16]3)=[CH:12][CH:11]=2)[CH:9]=1)([CH3:3])[CH3:2].[N:22]1([CH2:27][CH2:28][NH:29][C:30]([C:32]2[C:36]([CH3:37])=[C:35]([CH:38]=O)[NH:34][C:33]=2[CH3:40])=[O:31])[CH2:26][CH2:25][CH2:24][CH2:23]1. No catalyst specified. The product is [N:22]1([CH2:27][CH2:28][NH:29][C:30]([C:32]2[C:36]([CH3:37])=[C:35]([CH:38]=[C:14]3[C:13]4[C:17](=[CH:18][C:10]([C:8]5[CH:9]=[C:4]([CH:1]([CH3:3])[CH3:2])[CH:5]=[CH:6][C:7]=5[O:20][CH3:21])=[CH:11][CH:12]=4)[NH:16][C:15]3=[O:19])[NH:34][C:33]=2[CH3:40])=[O:31])[CH2:26][CH2:25][CH2:24][CH2:23]1. The yield is 0.750.